From a dataset of Forward reaction prediction with 1.9M reactions from USPTO patents (1976-2016). Predict the product of the given reaction. (1) Given the reactants Br[C:2]1[CH:3]=[C:4]2[C:9](=[CH:10][CH:11]=1)[CH:8]=[N:7][CH:6]=[C:5]2[Cl:12].[N:13]1([S:17]([NH2:20])(=[O:19])=[O:18])[CH2:16][CH2:15][CH2:14]1.[O-]P([O-])([O-])=O.[K+].[K+].[K+].CC1(C)C2C(=C(P(C3C=CC=CC=3)C3C=CC=CC=3)C=CC=2)OC2C(P(C3C=CC=CC=3)C3C=CC=CC=3)=CC=CC1=2, predict the reaction product. The product is: [Cl:12][C:5]1[C:4]2[C:9](=[CH:10][CH:11]=[C:2]([NH:20][S:17]([N:13]3[CH2:16][CH2:15][CH2:14]3)(=[O:19])=[O:18])[CH:3]=2)[CH:8]=[N:7][CH:6]=1. (2) The product is: [OH:19][C:18]1[C:17]([C:15]#[N:16])=[C:2]([C:9]2[CH:14]=[CH:13][CH:12]=[CH:11][CH:10]=2)[CH:3]=[C:4]([OH:5])[N:20]=1. Given the reactants O=[C:2]([C:9]1[CH:14]=[CH:13][CH:12]=[CH:11][CH:10]=1)[CH2:3][C:4](OCC)=[O:5].[C:15]([CH2:17][C:18]([NH2:20])=[O:19])#[N:16].[OH-].[K+], predict the reaction product. (3) Given the reactants [Cl:1][C:2]1[CH:28]=[CH:27][C:5]2[NH:6][C:7]3[N:8]=[CH:9][CH:10]=[CH:11][C:12]=3[C:13]([CH:18](OC(C)C)[O:19][CH:20]([CH3:22])[CH3:21])([C:14]([F:17])([F:16])[CH3:15])[C:4]=2[CH:3]=1.FC(F)(F)C(O)=O.C([SiH](CC)CC)C, predict the reaction product. The product is: [Cl:1][C:2]1[CH:28]=[CH:27][C:5]2[NH:6][C:7]3[N:8]=[CH:9][CH:10]=[CH:11][C:12]=3[C:13]([CH2:18][O:19][CH:20]([CH3:21])[CH3:22])([C:14]([F:16])([F:17])[CH3:15])[C:4]=2[CH:3]=1. (4) Given the reactants F[C:2]1[CH:9]=[C:8]([C:10]([F:13])([F:12])[F:11])[CH:7]=[CH:6][C:3]=1[C:4]#[N:5].[OH:14][C:15]1[C:16]([O:23][CH3:24])=[C:17]([CH:20]=[CH:21][CH:22]=1)[CH:18]=[O:19].C(=O)([O-])[O-].[Cs+].[Cs+].O, predict the reaction product. The product is: [CH:18]([C:17]1[C:16]([O:23][CH3:24])=[C:15]([CH:22]=[CH:21][CH:20]=1)[O:14][C:2]1[CH:9]=[C:8]([C:10]([F:13])([F:12])[F:11])[CH:7]=[CH:6][C:3]=1[C:4]#[N:5])=[O:19]. (5) Given the reactants [Cl:1][C:2]1[CH:14]=[C:13]([N+:15]([O-:17])=[O:16])[CH:12]=[CH:11][C:3]=1[C:4](/[N:6]=[CH:7]\[N:8](C)C)=O.[CH3:18][NH:19]N, predict the reaction product. The product is: [Cl:1][C:2]1[CH:14]=[C:13]([N+:15]([O-:17])=[O:16])[CH:12]=[CH:11][C:3]=1[C:4]1[N:19]([CH3:18])[N:8]=[CH:7][N:6]=1. (6) Given the reactants [CH3:1][N:2]([CH:16]1[C:20]2([CH2:24][CH2:23][CH2:22][CH2:21]2)[CH2:19][NH:18][CH2:17]1)[C:3]1[CH:8]=[CH:7][N:6]=[C:5]([NH:9][C:10]2[CH:11]=[N:12][N:13]([CH3:15])[CH:14]=2)[N:4]=1.[C:25](O)(=[O:28])[CH:26]=[CH2:27].CN(C(ON1N=NC2C=CC=NC1=2)=[N+](C)C)C.F[P-](F)(F)(F)(F)F.CCN(CC)CC, predict the reaction product. The product is: [CH3:1][N:2]([C:3]1[CH:8]=[CH:7][N:6]=[C:5]([NH:9][C:10]2[CH:11]=[N:12][N:13]([CH3:15])[CH:14]=2)[N:4]=1)[CH:16]1[C:20]2([CH2:24][CH2:23][CH2:22][CH2:21]2)[CH2:19][N:18]([C:25](=[O:28])[CH:26]=[CH2:27])[CH2:17]1. (7) Given the reactants [Br:1][C:2]1[C:3](=[O:17])[N:4]([CH2:9][C:10]2[CH:15]=[CH:14][CH:13]=[C:12]([F:16])[CH:11]=2)[CH:5]=[CH:6][C:7]=1[OH:8].C([O-])([O-])=O.[K+].[K+].[F:24][C:25]1[CH:32]=[C:31]([F:33])[CH:30]=[CH:29][C:26]=1[CH2:27]Br, predict the reaction product. The product is: [Br:1][C:2]1[C:3](=[O:17])[N:4]([CH2:9][C:10]2[CH:15]=[CH:14][CH:13]=[C:12]([F:16])[CH:11]=2)[CH:5]=[CH:6][C:7]=1[O:8][CH2:27][C:26]1[CH:29]=[CH:30][C:31]([F:33])=[CH:32][C:25]=1[F:24].